Dataset: Full USPTO retrosynthesis dataset with 1.9M reactions from patents (1976-2016). Task: Predict the reactants needed to synthesize the given product. Given the product [CH3:14][CH:15]([N:17]1[C:21]2[N:22]=[C:9]([CH2:10][CH2:11][CH3:12])[CH:8]=[C:2]([C:3]([O:5][CH2:6][CH3:7])=[O:4])[C:20]=2[CH:19]=[N:18]1)[CH3:16], predict the reactants needed to synthesize it. The reactants are: O=[C:2]([CH2:8][C:9](=O)[CH2:10][CH2:11][CH3:12])[C:3]([O:5][CH2:6][CH3:7])=[O:4].[CH3:14][CH:15]([N:17]1[C:21]([NH2:22])=[CH:20][CH:19]=[N:18]1)[CH3:16].